Dataset: Full USPTO retrosynthesis dataset with 1.9M reactions from patents (1976-2016). Task: Predict the reactants needed to synthesize the given product. The reactants are: Cl[C:2]([O:4][CH2:5][CH:6]=[CH2:7])=[O:3].[CH:8]1[C:17]2[C:12](=[CH:13][CH:14]=[CH:15][CH:16]=2)[CH:11]=[CH:10][N:9]=1.[CH3:18][C:19]1[C:24]([O:25][CH3:26])=[CH:23][CH:22]=[C:21]([CH3:27])[C:20]=1[Mg]Br. Given the product [CH2:5]([O:4][C:2]([N:9]1[CH:10]=[CH:11][C:12]2[C:17](=[CH:16][CH:15]=[CH:14][CH:13]=2)[CH:8]1[C:20]1[C:21]([CH3:27])=[CH:22][CH:23]=[C:24]([O:25][CH3:26])[C:19]=1[CH3:18])=[O:3])[CH:6]=[CH2:7], predict the reactants needed to synthesize it.